This data is from Catalyst prediction with 721,799 reactions and 888 catalyst types from USPTO. The task is: Predict which catalyst facilitates the given reaction. (1) Reactant: [CH:1]1[C:14]2[CH:13]([C:15]([OH:17])=[O:16])[C:12]3[C:7](=[CH:8][CH:9]=[CH:10][CH:11]=3)[O:6][C:5]=2[CH:4]=[CH:3][CH:2]=1.C(Cl)(=O)C(Cl)=O.CN(C=O)C.[CH3:29][N:30]1[CH2:34][CH2:33][C@@H:32](O)[CH2:31]1. Product: [CH3:29][N:30]1[CH2:34][CH2:33][C@@H:32]([O:16][C:15]([CH:13]2[C:14]3[CH:1]=[CH:2][CH:3]=[CH:4][C:5]=3[O:6][C:7]3[C:12]2=[CH:11][CH:10]=[CH:9][CH:8]=3)=[O:17])[CH2:31]1. The catalyst class is: 22. (2) Reactant: [CH3:1][O:2][C:3](=[O:30])[CH2:4][O:5][C:6]1[CH:15]=[CH:14][C:13]([Cl:16])=[C:12]2[C:7]=1[C:8]([CH3:29])=[C:9]([CH2:18][C:19]1[CH:24]=[CH:23][C:22]([S:25]([CH3:28])(=[O:27])=[O:26])=[CH:21][CH:20]=1)[C:10](=[O:17])[NH:11]2.C1C=CC(N([S:38]([C:41]([F:44])([F:43])[F:42])(=[O:40])=[O:39])[S:38]([C:41]([F:44])([F:43])[F:42])(=[O:40])=[O:39])=CC=1.C(=O)([O-])[O-].[K+].[K+]. Product: [CH3:1][O:2][C:3](=[O:30])[CH2:4][O:5][C:6]1[CH:15]=[CH:14][C:13]([Cl:16])=[C:12]2[C:7]=1[C:8]([CH3:29])=[C:9]([CH2:18][C:19]1[CH:24]=[CH:23][C:22]([S:25]([CH3:28])(=[O:27])=[O:26])=[CH:21][CH:20]=1)[C:10]([O:17][S:38]([C:41]([F:44])([F:43])[F:42])(=[O:40])=[O:39])=[N:11]2. The catalyst class is: 9. (3) Reactant: C([O:3][C:4](=[O:34])[C:5]([O:8][C:9]1[CH:14]=[CH:13][C:12]([CH2:15][CH2:16][CH2:17][CH3:18])=[C:11]([O:19][CH2:20][CH2:21][C:22]2[N:23]=[C:24]([C:28]3[CH:33]=[CH:32][CH:31]=[CH:30][CH:29]=3)[O:25][C:26]=2[CH3:27])[CH:10]=1)([CH3:7])[CH3:6])C.[OH-].[Na+]. Product: [CH2:15]([C:12]1[CH:13]=[CH:14][C:9]([O:8][C:5]([CH3:6])([CH3:7])[C:4]([OH:34])=[O:3])=[CH:10][C:11]=1[O:19][CH2:20][CH2:21][C:22]1[N:23]=[C:24]([C:28]2[CH:33]=[CH:32][CH:31]=[CH:30][CH:29]=2)[O:25][C:26]=1[CH3:27])[CH2:16][CH2:17][CH3:18]. The catalyst class is: 8. (4) Reactant: [CH3:1][C:2]([S:11][C:12]1[CH:17]=[CH:16][C:15]([CH2:18][NH:19][C:20]2[CH:25]=[C:24]([C:26]3[CH:31]=[CH:30][CH:29]=[C:28]([CH3:32])[CH:27]=3)[N:23]=[CH:22][N:21]=2)=[CH:14][CH:13]=1)([CH3:10])[C:3]([O:5]C(C)(C)C)=[O:4].[ClH:33]. Product: [ClH:33].[CH3:10][C:2]([S:11][C:12]1[CH:13]=[CH:14][C:15]([CH2:18][NH:19][C:20]2[CH:25]=[C:24]([C:26]3[CH:31]=[CH:30][CH:29]=[C:28]([CH3:32])[CH:27]=3)[N:23]=[CH:22][N:21]=2)=[CH:16][CH:17]=1)([CH3:1])[C:3]([OH:5])=[O:4]. The catalyst class is: 12. (5) Reactant: [Cl:1][C:2]1[CH:3]=[C:4]([CH:13]=[CH:14][CH:15]=1)[CH2:5][C:6]1[C:7]([CH3:12])=[N:8][NH:9][C:10]=1[NH2:11].[O:16]1[C:20]2[CH:21]=[CH:22][C:23]([C:25](=O)[CH2:26][C:27](OCC)=[O:28])=[CH:24][C:19]=2[O:18][CH2:17]1. Product: [Cl:1][C:2]1[CH:3]=[C:4]([CH:13]=[CH:14][CH:15]=1)[CH2:5][C:6]1[C:7]([CH3:12])=[N:8][N:9]2[C:27](=[O:28])[CH:26]=[C:25]([C:23]3[CH:22]=[CH:21][C:20]4[O:16][CH2:17][O:18][C:19]=4[CH:24]=3)[NH:11][C:10]=12. The catalyst class is: 52. (6) Reactant: [CH:1]1([N:4]2[C:13]3[C:8](=[CH:9][CH:10]=[CH:11][CH:12]=3)[N:7]([CH:14]([CH3:18])[C:15]([NH2:17])=O)[CH2:6][CH2:5]2)[CH2:3][CH2:2]1.CO.Cl. Product: [CH:1]1([N:4]2[C:13]3[C:8](=[CH:9][CH:10]=[CH:11][CH:12]=3)[N:7]([CH:14]([CH3:18])[CH2:15][NH2:17])[CH2:6][CH2:5]2)[CH2:3][CH2:2]1. The catalyst class is: 56. (7) Reactant: [CH3:1][CH:2]([CH3:19])[CH2:3][N:4]([CH2:11][C:12]1[S:16][C:15]([CH3:17])=[N:14][C:13]=1[CH3:18])[CH:5]1[CH2:10][CH2:9][NH:8][CH2:7][CH2:6]1.[C:20]([OH:29])(=[O:28])[C@@H:21]([C@H:23]([C:25]([OH:27])=[O:26])[OH:24])[OH:22]. Product: [C:25]([CH:23]([CH:21]([C:20]([OH:29])=[O:28])[OH:22])[OH:24])([OH:27])=[O:26].[CH3:1][CH:2]([CH3:19])[CH2:3][N:4]([CH2:11][C:12]1[S:16][C:15]([CH3:17])=[N:14][C:13]=1[CH3:18])[CH:5]1[CH2:10][CH2:9][NH:8][CH2:7][CH2:6]1. The catalyst class is: 5. (8) Reactant: [Cl:1][C:2]1[CH:3]=[C:4]([CH:23]=[CH:24][CH:25]=1)[CH2:5][NH:6][C:7]1[N:22]=[C:10]2[C:11]([O:20][CH3:21])=[CH:12][C:13]([C:15]([O:17]CC)=[O:16])=[CH:14][N:9]2[N:8]=1.[OH-].[Li+].O1CCCC1.Cl. Product: [Cl:1][C:2]1[CH:3]=[C:4]([CH:23]=[CH:24][CH:25]=1)[CH2:5][NH:6][C:7]1[N:22]=[C:10]2[C:11]([O:20][CH3:21])=[CH:12][C:13]([C:15]([OH:17])=[O:16])=[CH:14][N:9]2[N:8]=1. The catalyst class is: 30.